Dataset: Reaction yield outcomes from USPTO patents with 853,638 reactions. Task: Predict the reaction yield, written as a fraction of the theoretical maximum amount of product (1.0 means a 100% yield; for example, 0.34 means a 34% yield). (1) The reactants are [CH:1]([C@H:4]1[C:8](=[O:9])[O:7][C@H:6]([C@@H:10]([NH:31][C:32](=[O:38])[O:33][C:34]([CH3:37])([CH3:36])[CH3:35])[CH2:11][C@H:12]([CH2:16][C:17]2[CH:25]=[C:24]3[C:20]([CH:21]=[N:22][N:23]3[CH2:26][CH2:27][CH2:28][O:29][CH3:30])=[CH:19][CH:18]=2)[CH:13]([CH3:15])[CH3:14])[CH2:5]1)([CH3:3])[CH3:2].OC1C=CC=CN=1.[NH2:46][CH2:47][C:48]([CH3:53])([CH3:52])[C:49]([NH2:51])=[O:50]. The catalyst is CCN(CC)CC. The product is [NH2:51][C:49](=[O:50])[C:48]([CH3:53])([CH3:52])[CH2:47][NH:46][C:8]([C@H:4]([CH:1]([CH3:3])[CH3:2])[CH2:5][C@H:6]([OH:7])[C@@H:10]([NH:31][C:32](=[O:38])[O:33][C:34]([CH3:36])([CH3:35])[CH3:37])[CH2:11][C@H:12]([CH2:16][C:17]1[CH:25]=[C:24]2[C:20]([CH:21]=[N:22][N:23]2[CH2:26][CH2:27][CH2:28][O:29][CH3:30])=[CH:19][CH:18]=1)[CH:13]([CH3:14])[CH3:15])=[O:9]. The yield is 0.650. (2) The reactants are [CH3:1][O:2][C@H:3]1[CH2:20][CH2:19][C@@:18]2([CH3:21])[C:5](=[CH:6][CH2:7][C@@H:8]3[C@@H:17]2[CH2:16][CH2:15][C@@:13]2([CH3:14])[C@H:9]3[CH2:10][CH2:11][C:12]2=[O:22])[CH2:4]1.[OH:23]N1C(=O)C2=CC=CC=C2C1=O.N(C1(C#N)CCCCC1)=NC1(C#N)CCCCC1.C(OC(=O)C)(=O)C. The catalyst is CC(C)=O.C(OCC)(=O)C.N1C=CC=CC=1.O. The product is [CH3:1][O:2][C@H:3]1[CH2:20][CH2:19][C@@:18]2([CH3:21])[C:5](=[CH:6][C:7](=[O:23])[C@@H:8]3[C@@H:17]2[CH2:16][CH2:15][C@@:13]2([CH3:14])[C@H:9]3[CH2:10][CH2:11][C:12]2=[O:22])[CH2:4]1. The yield is 0.670.